This data is from Forward reaction prediction with 1.9M reactions from USPTO patents (1976-2016). The task is: Predict the product of the given reaction. (1) Given the reactants Br.[OH:2][C:3]1[CH:8]=[CH:7][N:6]2[CH:9]=[C:10]([C:12]([OH:14])=O)[N:11]=[C:5]2[CH:4]=1.C(N(CC)CC)C.O.ON1C2C=CC=CC=2N=N1.Cl.CN(C)CCCN=C=NCC.[NH2:45][CH:46]1[CH2:51][CH2:50][N:49]([C:52]([O:54][C:55]([CH3:58])([CH3:57])[CH3:56])=[O:53])[CH2:48][CH2:47]1, predict the reaction product. The product is: [OH:2][C:3]1[CH:8]=[CH:7][N:6]2[CH:9]=[C:10]([C:12]([NH:45][CH:46]3[CH2:47][CH2:48][N:49]([C:52]([O:54][C:55]([CH3:58])([CH3:57])[CH3:56])=[O:53])[CH2:50][CH2:51]3)=[O:14])[N:11]=[C:5]2[CH:4]=1. (2) Given the reactants [F:1][C:2]1[CH:3]=[C:4]([CH:11]=[C:12]([F:15])[C:13]=1F)[C:5]([O:7][CH2:8][C:9]#[CH:10])=[O:6].[CH2:16]([OH:19])[C:17]#[CH:18].CN(C=O)C.[H-].[Na+], predict the reaction product. The product is: [F:15][C:12]1[CH:11]=[C:4]([CH:3]=[C:2]([F:1])[C:13]=1[O:19][CH2:16][C:17]#[CH:18])[C:5]([O:7][CH2:8][C:9]#[CH:10])=[O:6]. (3) Given the reactants [F:1][C:2]1[CH:20]=[C:19]([I:21])[CH:18]=[CH:17][C:3]=1[NH:4][C:5]1[C:6]([C:12]([O:14][CH2:15][CH3:16])=[O:13])=[CH:7][NH:8][C:9](=[O:11])[CH:10]=1.[H-].[Na+].I[CH2:25][CH3:26], predict the reaction product. The product is: [CH2:25]([N:8]1[C:9](=[O:11])[CH:10]=[C:5]([NH:4][C:3]2[CH:17]=[CH:18][C:19]([I:21])=[CH:20][C:2]=2[F:1])[C:6]([C:12]([O:14][CH2:15][CH3:16])=[O:13])=[CH:7]1)[CH3:26]. (4) Given the reactants [Cl:1][C:2]1[C:3]([O:12][C:13]2[CH:18]=[C:17]([O:19][CH:20]([CH3:22])[CH3:21])[CH:16]=[CH:15][C:14]=2/[CH:23]=[C:24](\[CH3:30])/[C:25]([O:27]CC)=[O:26])=[N:4][CH:5]=[C:6]([C:8]([F:11])([F:10])[F:9])[CH:7]=1.C(O)C.O.[OH-].[Li+].Cl, predict the reaction product. The product is: [Cl:1][C:2]1[C:3]([O:12][C:13]2[CH:18]=[C:17]([O:19][CH:20]([CH3:21])[CH3:22])[CH:16]=[CH:15][C:14]=2/[CH:23]=[C:24](\[CH3:30])/[C:25]([OH:27])=[O:26])=[N:4][CH:5]=[C:6]([C:8]([F:10])([F:9])[F:11])[CH:7]=1. (5) Given the reactants [OH:1][C:2]1[CH:7]=[CH:6][C:5]([SH:8])=[CH:4][CH:3]=1.[H-].[Na+].Cl[C:12]1[CH:17]=[CH:16][C:15]([N+:18]([O-:20])=[O:19])=[C:14]([NH2:21])[CH:13]=1.Cl, predict the reaction product. The product is: [OH:1][C:2]1[CH:7]=[CH:6][C:5]([S:8][C:12]2[CH:17]=[CH:16][C:15]([N+:18]([O-:20])=[O:19])=[C:14]([NH2:21])[CH:13]=2)=[CH:4][CH:3]=1.